From a dataset of Forward reaction prediction with 1.9M reactions from USPTO patents (1976-2016). Predict the product of the given reaction. (1) The product is: [Cl:1][C:2]1[CH:3]=[CH:4][C:5]([C:20]([N:22]2[C@H:31]([CH3:32])[CH2:30][C:29]3[C:24](=[CH:25][CH:26]=[CH:27][CH:28]=3)[CH2:23]2)=[O:21])=[C:6]([C:8]2[N:12]([CH3:13])[C:11]([CH3:14])=[C:10]([C:15]([OH:17])=[O:16])[CH:9]=2)[CH:7]=1. Given the reactants [Cl:1][C:2]1[CH:3]=[CH:4][C:5]([C:20]([N:22]2[C@H:31]([CH3:32])[CH2:30][C:29]3[C:24](=[CH:25][CH:26]=[CH:27][CH:28]=3)[CH2:23]2)=[O:21])=[C:6]([C:8]2[N:12]([CH3:13])[C:11]([CH3:14])=[C:10]([C:15]([O:17]CC)=[O:16])[CH:9]=2)[CH:7]=1.[Li+].[OH-].[NH4+].[Cl-], predict the reaction product. (2) Given the reactants Br[CH2:2][CH2:3][O:4][CH2:5][CH2:6][N:7]1[C:11]2[CH:12]=[CH:13][CH:14]=[CH:15][C:10]=2[N:9]([C:16]2[CH:21]=[CH:20][CH:19]=[CH:18][C:17]=2[F:22])[S:8]1(=[O:24])=[O:23].[CH3:25][CH:26]1[CH2:31][NH:30][CH2:29][CH:28]([CH3:32])[NH:27]1, predict the reaction product. The product is: [CH3:25][CH:26]1[NH:27][CH:28]([CH3:32])[CH2:29][N:30]([CH2:2][CH2:3][O:4][CH2:5][CH2:6][N:7]2[C:11]3[CH:12]=[CH:13][CH:14]=[CH:15][C:10]=3[N:9]([C:16]3[CH:21]=[CH:20][CH:19]=[CH:18][C:17]=3[F:22])[S:8]2(=[O:24])=[O:23])[CH2:31]1.